Task: Predict the product of the given reaction.. Dataset: Forward reaction prediction with 1.9M reactions from USPTO patents (1976-2016) (1) Given the reactants CS[C:3]1[S:4][C:5](=[CH:9][C:10]2[CH:11]=[C:12]3[C:17](=[CH:18][CH:19]=2)[N:16]=[CH:15][C:14]([C:20]#[N:21])=[C:13]3[C:22]2[CH:27]=[CH:26][CH:25]=[CH:24][CH:23]=2)[C:6](=[O:8])[N:7]=1.[NH3:28], predict the reaction product. The product is: [NH2:28][C:3]1[S:4]/[C:5](=[CH:9]\[C:10]2[CH:11]=[C:12]3[C:17](=[CH:18][CH:19]=2)[N:16]=[CH:15][C:14]([C:20]#[N:21])=[C:13]3[C:22]2[CH:27]=[CH:26][CH:25]=[CH:24][CH:23]=2)/[C:6](=[O:8])[N:7]=1. (2) The product is: [CH:17]1[C:6]2[C:7]3[C:14](=[O:22])[C:10]4[S:9][C:8]5[CH:11]=[CH:12][CH:13]=[CH:14][C:7]=5[C:6]=4[C:4](=[O:5])[C:8]=3[S:9][C:10]=2[CH:20]=[CH:19][CH:18]=1. Given the reactants C(N(CC)[C:4]([C:6]1[C:7]2[CH:14]=[CH:13][CH:12]=[CH:11][C:8]=2[S:9][CH:10]=1)=[O:5])C.[CH2:17]([Li])[CH2:18][CH2:19][CH3:20].[OH2:22].C(Cl)(Cl)Cl, predict the reaction product. (3) Given the reactants [Br:1][C:2]1[CH:7]=[CH:6][C:5]([OH:8])=[CH:4][CH:3]=1.Br[CH2:10][CH:11]1[CH2:14][CH2:13][CH2:12]1.C([O-])([O-])=O.[K+].[K+], predict the reaction product. The product is: [Br:1][C:2]1[CH:7]=[CH:6][C:5]([O:8][CH2:10][CH:11]2[CH2:14][CH2:13][CH2:12]2)=[CH:4][CH:3]=1. (4) The product is: [C:1]([O:5][C@@H:6]([C:10]1[C:32]([CH3:33])=[CH:31][C:13]2[N:14]=[C:15]([N:17]3[CH2:22][CH2:21][O:20][CH:19]([C:24]4[CH:25]=[C:26]5[C:27](=[CH:28][CH:29]=4)[N:43]([CH3:44])[N:42]=[CH:41]5)[CH2:18]3)[S:16][C:12]=2[C:11]=1[C:34]1[CH:39]=[CH:38][C:37]([Cl:40])=[CH:36][CH:35]=1)[C:7]([OH:9])=[O:8])([CH3:4])([CH3:3])[CH3:2]. Given the reactants [C:1]([O:5][C@@H:6]([C:10]1[C:32]([CH3:33])=[CH:31][C:13]2[N:14]=[C:15]([N:17]3[CH2:22][CH2:21][O:20][C:19]([C:24]4[CH:29]=[CH:28][C:27](Cl)=[CH:26][CH:25]=4)(C)[CH2:18]3)[S:16][C:12]=2[C:11]=1[C:34]1[CH:39]=[CH:38][C:37]([Cl:40])=[CH:36][CH:35]=1)[C:7]([OH:9])=[O:8])([CH3:4])([CH3:3])[CH3:2].[CH3:41][N:42]1C2C(=CC(C3OCCNC3)=CC=2)[CH:44]=[N:43]1, predict the reaction product. (5) Given the reactants [C:1]([O:5][C:6]([NH:8][CH2:9][CH:10]=[CH:11][B:12]([OH:14])[OH:13])=[O:7])([CH3:4])([CH3:3])[CH3:2].[CH3:15][C:16](O)([C:18]([CH3:21])(O)[CH3:19])[CH3:17].[O-]S([O-])(=O)=O.[Mg+2], predict the reaction product. The product is: [CH3:15][C:16]1([CH3:17])[C:18]([CH3:21])([CH3:19])[O:14][B:12]([CH:11]=[CH:10][CH2:9][NH:8][C:6](=[O:7])[O:5][C:1]([CH3:4])([CH3:2])[CH3:3])[O:13]1.